From a dataset of Full USPTO retrosynthesis dataset with 1.9M reactions from patents (1976-2016). Predict the reactants needed to synthesize the given product. (1) Given the product [Br:1][C:2]1[C:11]([O:12][CH3:13])=[CH:10][C:9]2[C:8]([CH3:15])([CH3:14])[C:7]3[NH:17][C:19]4[C:26]([C:6]=3[CH2:5][C:4]=2[CH:3]=1)=[CH:25][CH:24]=[C:21]([C:22]#[N:23])[CH:20]=4, predict the reactants needed to synthesize it. The reactants are: [Br:1][C:2]1[CH:3]=[C:4]2[C:9](=[CH:10][C:11]=1[O:12][CH3:13])[C:8]([CH3:15])([CH3:14])[C:7](=O)[CH2:6][CH2:5]2.[NH:17]([C:19]1[CH:20]=[C:21]([CH:24]=[CH:25][CH:26]=1)[C:22]#[N:23])N. (2) Given the product [CH2:27]1[C:26]2[C:23]3[CH:24]=[CH:25][C:20]([N:3]4[CH:4]=[CH:5][C:6]([O:8][CH2:9][C:10]5[CH:11]=[N:12][C:13]([C:16]([F:18])([F:19])[F:17])=[CH:14][CH:15]=5)=[CH:7][C:2]4=[O:1])=[CH:21][C:22]=3[O:33][C:32]=2[CH2:31][CH2:30][CH2:29][NH:28]1, predict the reactants needed to synthesize it. The reactants are: [O:1]=[C:2]1[CH:7]=[C:6]([O:8][CH2:9][C:10]2[CH:11]=[N:12][C:13]([C:16]([F:19])([F:18])[F:17])=[CH:14][CH:15]=2)[CH:5]=[CH:4][N:3]1[C:20]1[CH:25]=[CH:24][C:23]2[C:26]3[CH2:27][N:28](C(OC(C)(C)C)=O)[CH2:29][CH2:30][CH2:31][C:32]=3[O:33][C:22]=2[CH:21]=1.Cl.C([O-])(O)=O.[Na+]. (3) Given the product [ClH:18].[F:1][C:2]1[CH:3]=[N:4][C:5]([C@@H:8]([NH2:10])[CH3:9])=[N:6][CH:7]=1, predict the reactants needed to synthesize it. The reactants are: [F:1][C:2]1[CH:3]=[N:4][C:5]([C@@H:8]([NH:10]C(=O)OC(C)(C)C)[CH3:9])=[N:6][CH:7]=1.[ClH:18]. (4) Given the product [CH3:3][C@H:4]1[C:12]2[C:11]([C:13]3[CH:22]=[CH:21][C:16]([C:17]([OH:19])=[O:18])=[CH:15][CH:14]=3)=[N:10][CH:9]=[N:8][C:7]=2[CH2:6][CH2:5]1, predict the reactants needed to synthesize it. The reactants are: [Li+].[OH-].[CH3:3][C@H:4]1[C:12]2[C:11]([C:13]3[CH:22]=[CH:21][C:16]([C:17]([O:19]C)=[O:18])=[CH:15][CH:14]=3)=[N:10][CH:9]=[N:8][C:7]=2[CH2:6][CH2:5]1. (5) Given the product [CH2:19]1[CH:23]2[CH:24]3[CH:28]=[CH:27][CH:26]([CH:22]2[CH:21]=[CH:20]1)[CH2:25]3.[CH:1]([C:3]12[CH2:9][CH:6]([CH2:7][CH2:8]1)[CH:5]=[CH:4]2)=[CH2:2], predict the reactants needed to synthesize it. The reactants are: [CH:1]([C:3]12[CH2:9][CH:6]([CH2:7][CH2:8]1)[CH:5]=[CH:4]2)=[CH2:2].C1CC=CC=1.C=CC=C.[CH2:19]1[CH:23]2[CH:24]3[CH:28]=[CH:27][CH:26]([CH:22]2[CH:21]=[CH:20]1)[CH2:25]3. (6) Given the product [CH3:21][N:2]([CH3:1])[CH2:3][CH2:4][CH:5]([C:12]1[CH:13]=[CH:14][C:15]([C:16]([O:18][CH2:22][CH3:23])=[O:17])=[CH:19][CH:20]=1)[C:6]1[CH:11]=[CH:10][CH:9]=[CH:8][N:7]=1, predict the reactants needed to synthesize it. The reactants are: [CH3:1][N:2]([CH3:21])[CH2:3][CH2:4][CH:5]([C:12]1[CH:20]=[CH:19][C:15]([C:16]([OH:18])=[O:17])=[CH:14][CH:13]=1)[C:6]1[CH:11]=[CH:10][CH:9]=[CH:8][N:7]=1.[C:22]1(C)C=CC=C[CH:23]=1.